From a dataset of Forward reaction prediction with 1.9M reactions from USPTO patents (1976-2016). Predict the product of the given reaction. Given the reactants Br[C:2]1[CH:7]=[CH:6][CH:5]=[CH:4][C:3]=1[Cl:8].[Cl:9][C:10]1[CH:15]=[CH:14][CH:13]=[C:12]([O:16][CH3:17])[C:11]=1B(O)O, predict the reaction product. The product is: [CH3:17][O:16][C:12]1[C:11]([C:2]2[CH:7]=[CH:6][CH:5]=[CH:4][C:3]=2[Cl:8])=[C:10]([Cl:9])[CH:15]=[CH:14][CH:13]=1.